Dataset: Reaction yield outcomes from USPTO patents with 853,638 reactions. Task: Predict the reaction yield, written as a fraction of the theoretical maximum amount of product (1.0 means a 100% yield; for example, 0.34 means a 34% yield). (1) The reactants are [Cl:1][C:2]1[CH:23]=[C:22]([Cl:24])[CH:21]=[CH:20][C:3]=1[O:4][C:5]1[CH:19]=[CH:18][CH:17]=[CH:16][C:6]=1[C:7]([NH:9][CH:10]1[CH2:15][CH2:14][NH:13][CH2:12][CH2:11]1)=[O:8].C(N(CC)CC)C.[CH3:32][S:33](Cl)(=[O:35])=[O:34]. The catalyst is C(Cl)Cl. The product is [Cl:1][C:2]1[CH:23]=[C:22]([Cl:24])[CH:21]=[CH:20][C:3]=1[O:4][C:5]1[CH:19]=[CH:18][CH:17]=[CH:16][C:6]=1[C:7]([NH:9][CH:10]1[CH2:15][CH2:14][N:13]([S:33]([CH3:32])(=[O:35])=[O:34])[CH2:12][CH2:11]1)=[O:8]. The yield is 0.720. (2) The reactants are C1(P(C2C=CC=CC=2)C2C=CC=CC=2)C=CC=CC=1.BrN1C(=O)CCC1=O.[Cl:28][C:29]1[CH:30]=[C:31](/[C:41](=[CH:45]\[CH:46]2[CH2:50][CH2:49][CH2:48][CH2:47]2)/[C:42](O)=[O:43])[CH:32]=[CH:33][C:34]=1[N:35]1[C:39]([CH3:40])=[N:38][N:37]=[N:36]1.[NH2:51][C:52]1[S:53][CH:54]=[CH:55][N:56]=1. The catalyst is C(Cl)Cl. The product is [Cl:28][C:29]1[CH:30]=[C:31](/[C:41](=[CH:45]\[CH:46]2[CH2:47][CH2:48][CH2:49][CH2:50]2)/[C:42]([NH:51][C:52]2[S:53][CH:54]=[CH:55][N:56]=2)=[O:43])[CH:32]=[CH:33][C:34]=1[N:35]1[C:39]([CH3:40])=[N:38][N:37]=[N:36]1. The yield is 0.230. (3) The reactants are [O:1]=[C:2]1[CH2:10][C:9]2[C:4](=[CH:5][C:6]([C:11]([OH:13])=O)=[CH:7][CH:8]=2)[NH:3]1.[CH2:14]1[C@H:23]2[C@H:18]([CH2:19][CH2:20][C:21]3[CH:27]=[CH:26][CH:25]=[CH:24][C:22]=32)[NH:17][CH2:16][CH2:15]1.F[P-](F)(F)(F)(F)F.N1(OC(N(C)C)=[N+](C)C)C2N=CC=CC=2N=N1. No catalyst specified. The product is [CH2:14]1[C@H:23]2[C@H:18]([CH2:19][CH2:20][C:21]3[CH:27]=[CH:26][CH:25]=[CH:24][C:22]=32)[N:17]([C:11]([C:6]2[CH:5]=[C:4]3[C:9]([CH2:10][C:2](=[O:1])[NH:3]3)=[CH:8][CH:7]=2)=[O:13])[CH2:16][CH2:15]1. The yield is 0.120. (4) The reactants are [NH2:1][C:2]1[C:3]([O:17]C)=[C:4]([C:9]2[S:13][C:12]([C:14]([OH:16])=[O:15])=[CH:11][CH:10]=2)[CH:5]=[C:6]([CH3:8])[CH:7]=1.B(Br)(Br)[Br:20]. The catalyst is ClCCl. The product is [BrH:20].[NH2:1][C:2]1[C:3]([OH:17])=[C:4]([C:9]2[S:13][C:12]([C:14]([OH:16])=[O:15])=[CH:11][CH:10]=2)[CH:5]=[C:6]([CH3:8])[CH:7]=1. The yield is 0.455. (5) The reactants are N(C(OCC1C2C(=CC=CC=2)C2C1=CC=CC=2)=O)[C@H:2]([C:4](O)=[O:5])C.O.O[N:26]1[C:30]2[CH:31]=[CH:32][CH:33]=CC=2N=N1.C[N:36]1[CH2:41][CH2:40][O:39]CC1.Cl.C[N:44](C)CCCN=C=NCC.[C:54]([O:57]CC)(=[O:56])[CH3:55]. The catalyst is ClCCl. The product is [CH3:2][C@@H:4]([OH:5])[C@H:55]([NH:44][C:40]([C@@H:41]([NH2:36])[CH2:33][CH2:32][CH2:31][CH2:30][NH2:26])=[O:39])[C:54]([OH:57])=[O:56]. The yield is 0.910.